The task is: Predict the reaction yield, written as a fraction of the theoretical maximum amount of product (1.0 means a 100% yield; for example, 0.34 means a 34% yield).. This data is from Reaction yield outcomes from USPTO patents with 853,638 reactions. (1) The reactants are C(N(CC)CC)C.C(OC([N:15]([C:23]1[C:28]([C:29]#[CH:30])=[N:27][C:26]([N:31]2[CH2:36][CH2:35][N:34]([S:37]([CH2:40][CH3:41])(=[O:39])=[O:38])[CH2:33][CH2:32]2)=[CH:25][N:24]=1)C(=O)OC(C)(C)C)=O)(C)(C)C.[OH:42][N:43]=[C:44](Cl)[C:45]1[CH:50]=[CH:49][CH:48]=[CH:47][CH:46]=1.Cl.O1CCOCC1. The catalyst is C1COCC1. The product is [CH2:40]([S:37]([N:34]1[CH2:35][CH2:36][N:31]([C:26]2[N:27]=[C:28]([C:29]3[O:42][N:43]=[C:44]([C:45]4[CH:50]=[CH:49][CH:48]=[CH:47][CH:46]=4)[CH:30]=3)[C:23]([NH2:15])=[N:24][CH:25]=2)[CH2:32][CH2:33]1)(=[O:38])=[O:39])[CH3:41]. The yield is 0.180. (2) The reactants are [F:1][C:2]1[C:8](F)=[CH:7][C:5]([NH2:6])=[C:4]([N+:10]([O-:12])=[O:11])[CH:3]=1.[CH3:13][N:14]([CH3:18])[CH2:15][CH2:16][OH:17].[H-].[Na+]. The catalyst is N1C=CC=CC=1. The product is [CH3:13][N:14]([CH3:18])[CH2:15][CH2:16][O:17][C:8]1[C:2]([F:1])=[CH:3][C:4]([N+:10]([O-:12])=[O:11])=[C:5]([NH2:6])[CH:7]=1. The yield is 0.470. (3) The reactants are Br[C:2]1[CH:3]=[C:4]([O:9][CH2:10][CH:11]2[CH2:13][CH2:12]2)[C:5]([NH2:8])=[N:6][CH:7]=1.[CH3:14][C:15]1([CH3:31])[C:19]([CH3:21])([CH3:20])[O:18][B:17]([B:17]2[O:18][C:19]([CH3:21])([CH3:20])[C:15]([CH3:31])([CH3:14])[O:16]2)[O:16]1.C([O-])(=O)C.[K+]. The catalyst is O1CCOCC1.C1C=CC(/C=C/C(/C=C/C2C=CC=CC=2)=O)=CC=1.C1C=CC(/C=C/C(/C=C/C2C=CC=CC=2)=O)=CC=1.C1C=CC(/C=C/C(/C=C/C2C=CC=CC=2)=O)=CC=1.[Pd].[Pd].C1(P(C2CCCCC2)C2CCCCC2)CCCCC1. The product is [CH:11]1([CH2:10][O:9][C:4]2[C:5]([NH2:8])=[N:6][CH:7]=[C:2]([B:17]3[O:18][C:19]([CH3:21])([CH3:20])[C:15]([CH3:31])([CH3:14])[O:16]3)[CH:3]=2)[CH2:13][CH2:12]1. The yield is 0.540. (4) The yield is 0.570. The reactants are [Cl:1][C:2]1[CH:22]=[CH:21][C:5]([C:6]([C:8]2[CH:20]=[CH:19][C:11]([O:12][C:13]([CH3:18])([CH3:17])[C:14](Cl)=[O:15])=[CH:10][CH:9]=2)=[O:7])=[CH:4][CH:3]=1.[I:23][C:24]1[CH:29]=[CH:28][C:27]([OH:30])=[CH:26][CH:25]=1.C(=O)([O-])[O-].[Cs+].[Cs+]. No catalyst specified. The product is [Cl:1][C:2]1[CH:22]=[CH:21][C:5]([C:6]([C:8]2[CH:20]=[CH:19][C:11]([O:12][C:13]([CH3:18])([CH3:17])[C:14]([O:30][C:27]3[CH:28]=[CH:29][C:24]([I:23])=[CH:25][CH:26]=3)=[O:15])=[CH:10][CH:9]=2)=[O:7])=[CH:4][CH:3]=1. (5) The product is [CH3:6][S:7][C:8]1[N:9]=[CH:33][C:29]2[CH2:28][N:27]([C:25]([O:24][C:20]([CH3:23])([CH3:22])[CH3:21])=[O:26])[CH2:31][C:30]=2[N:10]=1. The reactants are S(O)(O)(=O)=O.[CH3:6][S:7][C:8](=[NH:10])[NH2:9].[CH3:6][S:7][C:8](=[NH:10])[NH2:9].[O-]CC.[Na+].[C:20]([O:24][C:25]([N:27]1[CH2:31][C:30](=O)[C:29](=[CH:33]N(C)C)[CH2:28]1)=[O:26])([CH3:23])([CH3:22])[CH3:21]. The catalyst is C(O)C. The yield is 0.760. (6) The reactants are [Si]([C:8]1[O:9][C:10]2[C:30]([O:31][C:32](=[O:34])[CH3:33])=[C:29]([O:35][CH3:36])[CH:28]=[CH:27][C:11]=2[C:12]=1[C:13](=[O:26])[C:14]1[CH:19]=[C:18]([O:20][CH3:21])[C:17]([O:22][CH3:23])=[C:16]([O:24][CH3:25])[CH:15]=1)(C(C)(C)C)(C)C.[Br:37]Br. The catalyst is ClCCCl. The product is [Br:37][C:8]1[O:9][C:10]2[C:30]([O:31][C:32](=[O:34])[CH3:33])=[C:29]([O:35][CH3:36])[CH:28]=[CH:27][C:11]=2[C:12]=1[C:13](=[O:26])[C:14]1[CH:19]=[C:18]([O:20][CH3:21])[C:17]([O:22][CH3:23])=[C:16]([O:24][CH3:25])[CH:15]=1. The yield is 0.810. (7) The reactants are [CH2:1]([O:8][C:9]([NH:11][C:12]12[CH2:19][C:16](C(O)=O)([CH2:17][CH2:18]1)[CH2:15][CH2:14][CH2:13]2)=[O:10])[C:2]1[CH:7]=[CH:6][CH:5]=[CH:4][CH:3]=1.C1C=CC(OP(OC2C=CC=CC=2)([N:32]=[N+]=[N-])=O)=CC=1.C(N(CC)CC)C.[Si](O[K])(C)(C)C. The catalyst is C1(C)C=CC=CC=1.C1COCC1. The product is [NH2:32][C:16]12[CH2:19][C:12]([NH:11][C:9](=[O:10])[O:8][CH2:1][C:2]3[CH:7]=[CH:6][CH:5]=[CH:4][CH:3]=3)([CH2:18][CH2:17]1)[CH2:13][CH2:14][CH2:15]2. The yield is 0.420. (8) The reactants are [Cl:1][C:2]1[S:6][CH:5]=[C:4]([NH:7]/[C:8](/SC)=[N:9]/[C:10]#[N:11])[CH:3]=1.[NH2:14][NH2:15]. The catalyst is C(O)C. The product is [Cl:1][C:2]1[S:6][CH:5]=[C:4]([NH:7][C:8]2[N:9]=[C:10]([NH2:11])[NH:15][N:14]=2)[CH:3]=1. The yield is 0.980. (9) The reactants are [C:1]([O:8][CH3:9])(=[O:7])/[CH:2]=[CH:3]/[C:4]([OH:6])=[O:5].O[CH2:11][NH:12][C:13](=[O:16])[CH2:14]Cl.CN1[C:22](=[O:23])CCC1. No catalyst specified. The product is [C:4]([O:6][CH2:14][C:13](=[O:16])[N:12]([O:23][CH3:22])[CH3:11])(=[O:5])/[CH:3]=[CH:2]/[C:1]([O:8][CH3:9])=[O:7]. The yield is 0.610.